This data is from NCI-60 drug combinations with 297,098 pairs across 59 cell lines. The task is: Regression. Given two drug SMILES strings and cell line genomic features, predict the synergy score measuring deviation from expected non-interaction effect. (1) Drug 1: C1=CC(=CC=C1CC(C(=O)O)N)N(CCCl)CCCl.Cl. Drug 2: C1C(C(OC1N2C=NC3=C(N=C(N=C32)Cl)N)CO)O. Cell line: MOLT-4. Synergy scores: CSS=80.5, Synergy_ZIP=2.87, Synergy_Bliss=2.45, Synergy_Loewe=-2.27, Synergy_HSA=3.32. (2) Drug 1: C1=CC(=CC=C1CC(C(=O)O)N)N(CCCl)CCCl.Cl. Drug 2: CC1C(C(CC(O1)OC2CC(OC(C2O)C)OC3=CC4=CC5=C(C(=O)C(C(C5)C(C(=O)C(C(C)O)O)OC)OC6CC(C(C(O6)C)O)OC7CC(C(C(O7)C)O)OC8CC(C(C(O8)C)O)(C)O)C(=C4C(=C3C)O)O)O)O. Cell line: HOP-92. Synergy scores: CSS=10.5, Synergy_ZIP=-4.67, Synergy_Bliss=-2.44, Synergy_Loewe=-2.09, Synergy_HSA=-2.09. (3) Drug 1: C1=CC=C(C=C1)NC(=O)CCCCCCC(=O)NO. Drug 2: CC1CCCC2(C(O2)CC(NC(=O)CC(C(C(=O)C(C1O)C)(C)C)O)C(=CC3=CSC(=N3)C)C)C. Cell line: SNB-19. Synergy scores: CSS=37.9, Synergy_ZIP=1.61, Synergy_Bliss=0.429, Synergy_Loewe=-23.2, Synergy_HSA=-0.900. (4) Cell line: UO-31. Drug 1: CNC(=O)C1=CC=CC=C1SC2=CC3=C(C=C2)C(=NN3)C=CC4=CC=CC=N4. Synergy scores: CSS=15.8, Synergy_ZIP=-3.93, Synergy_Bliss=1.86, Synergy_Loewe=0.563, Synergy_HSA=1.88. Drug 2: CC1OCC2C(O1)C(C(C(O2)OC3C4COC(=O)C4C(C5=CC6=C(C=C35)OCO6)C7=CC(=C(C(=C7)OC)O)OC)O)O. (5) Drug 1: CC1CCC2CC(C(=CC=CC=CC(CC(C(=O)C(C(C(=CC(C(=O)CC(OC(=O)C3CCCCN3C(=O)C(=O)C1(O2)O)C(C)CC4CCC(C(C4)OC)O)C)C)O)OC)C)C)C)OC. Drug 2: C1CN(P(=O)(OC1)NCCCl)CCCl. Cell line: BT-549. Synergy scores: CSS=16.9, Synergy_ZIP=-3.51, Synergy_Bliss=4.92, Synergy_Loewe=-9.43, Synergy_HSA=2.31.